Dataset: NCI-60 drug combinations with 297,098 pairs across 59 cell lines. Task: Regression. Given two drug SMILES strings and cell line genomic features, predict the synergy score measuring deviation from expected non-interaction effect. (1) Drug 1: CN(C)N=NC1=C(NC=N1)C(=O)N. Drug 2: C1CN(P(=O)(OC1)NCCCl)CCCl. Cell line: NCIH23. Synergy scores: CSS=2.94, Synergy_ZIP=-0.126, Synergy_Bliss=0.109, Synergy_Loewe=-2.51, Synergy_HSA=-0.570. (2) Drug 1: C1CCN(CC1)CCOC2=CC=C(C=C2)C(=O)C3=C(SC4=C3C=CC(=C4)O)C5=CC=C(C=C5)O. Drug 2: C1CC(=O)NC(=O)C1N2CC3=C(C2=O)C=CC=C3N. Cell line: DU-145. Synergy scores: CSS=2.16, Synergy_ZIP=0.782, Synergy_Bliss=2.09, Synergy_Loewe=1.43, Synergy_HSA=1.29. (3) Drug 1: CC1=CC=C(C=C1)C2=CC(=NN2C3=CC=C(C=C3)S(=O)(=O)N)C(F)(F)F. Drug 2: C1=NNC2=C1C(=O)NC=N2. Cell line: OVCAR3. Synergy scores: CSS=-2.00, Synergy_ZIP=5.96, Synergy_Bliss=10.2, Synergy_Loewe=1.24, Synergy_HSA=0.283.